This data is from Forward reaction prediction with 1.9M reactions from USPTO patents (1976-2016). The task is: Predict the product of the given reaction. (1) Given the reactants C([O:5][C:6](=[O:45])[C:7]([O:10]/[N:11]=[C:12](/[C:32]1[N:33]=[C:34]([NH:37]C(OC(C)(C)C)=O)[S:35][CH:36]=1)\[C:13]([NH:15][C@@H:16]1[C:19](=[O:20])[N:18]([S:21]([OH:24])(=[O:23])=[O:22])[C@@H:17]1[CH2:25][N:26]1[N:30]=[C:29]([CH3:31])[CH:28]=[N:27]1)=[O:14])([CH3:9])[CH3:8])(C)(C)C, predict the reaction product. The product is: [NH2:37][C:34]1[S:35][CH:36]=[C:32](/[C:12](=[N:11]/[O:10][C:7]([CH3:9])([CH3:8])[C:6]([OH:45])=[O:5])/[C:13]([NH:15][C@@H:16]2[C:19](=[O:20])[N:18]([S:21]([OH:24])(=[O:22])=[O:23])[C@@H:17]2[CH2:25][N:26]2[N:30]=[C:29]([CH3:31])[CH:28]=[N:27]2)=[O:14])[N:33]=1. (2) Given the reactants [C:1]([N:4]([C:8]1[CH:17]=[C:16]2[C:11]([CH:12]=[C:13]([C:21]3[CH:26]=[C:25]([NH:27][C:28]([NH:30][C:31]4[CH:36]=[CH:35][CH:34]=[CH:33][CH:32]=4)=[O:29])[C:24]([F:37])=[CH:23][C:22]=3[F:38])[C:14](=[O:20])[N:15]2[CH2:18][CH3:19])=[CH:10][N:9]=1)C(=O)C)(=[O:3])[CH3:2].C([O-])([O-])=O.[K+].[K+].O, predict the reaction product. The product is: [C:1]([NH:4][C:8]1[CH:17]=[C:16]2[C:11]([CH:12]=[C:13]([C:21]3[C:22]([F:38])=[CH:23][C:24]([F:37])=[C:25]([NH:27][C:28]([NH:30][C:31]4[CH:32]=[CH:33][CH:34]=[CH:35][CH:36]=4)=[O:29])[CH:26]=3)[C:14](=[O:20])[N:15]2[CH2:18][CH3:19])=[CH:10][N:9]=1)(=[O:3])[CH3:2]. (3) Given the reactants [CH3:1][N:2]([CH3:29])[CH:3]1[CH2:8][CH2:7][CH:6]([O:9][C:10]2[C:11]3[CH:18]=[C:17]([CH2:19][CH2:20][NH:21]C(=O)OC(C)(C)C)[S:16][C:12]=3[N:13]=[CH:14][N:15]=2)[CH2:5][CH2:4]1.[C:30]([OH:36])([C:32]([F:35])([F:34])[F:33])=[O:31], predict the reaction product. The product is: [F:33][C:32]([F:35])([F:34])[C:30]([OH:36])=[O:31].[NH2:21][CH2:20][CH2:19][C:17]1[S:16][C:12]2[N:13]=[CH:14][N:15]=[C:10]([O:9][CH:6]3[CH2:7][CH2:8][CH:3]([N:2]([CH3:29])[CH3:1])[CH2:4][CH2:5]3)[C:11]=2[CH:18]=1. (4) Given the reactants [F:1][C:2]1[CH:3]=[C:4]([CH:34]=[CH:35][CH:36]=1)[CH2:5][O:6][C:7]1[CH:33]=[CH:32][C:10]([O:11][CH:12]2[CH2:17][CH2:16][N:15]([C:18]([NH:20][C:21]3[CH:22]=[C:23]([CH:29]=[CH:30][CH:31]=3)[C:24]([O:26]CC)=[O:25])=[O:19])[CH2:14][CH2:13]2)=[CH:9][CH:8]=1.CO.[OH-].[Na+].Cl, predict the reaction product. The product is: [F:1][C:2]1[CH:3]=[C:4]([CH:34]=[CH:35][CH:36]=1)[CH2:5][O:6][C:7]1[CH:8]=[CH:9][C:10]([O:11][CH:12]2[CH2:17][CH2:16][N:15]([C:18]([NH:20][C:21]3[CH:22]=[C:23]([CH:29]=[CH:30][CH:31]=3)[C:24]([OH:26])=[O:25])=[O:19])[CH2:14][CH2:13]2)=[CH:32][CH:33]=1.